This data is from Aqueous solubility values for 9,982 compounds from the AqSolDB database. The task is: Regression/Classification. Given a drug SMILES string, predict its absorption, distribution, metabolism, or excretion properties. Task type varies by dataset: regression for continuous measurements (e.g., permeability, clearance, half-life) or binary classification for categorical outcomes (e.g., BBB penetration, CYP inhibition). For this dataset (solubility_aqsoldb), we predict Y. (1) The drug is Oc1ccc(N=Nc2ccccc2)cc1. The Y is -3.95 log mol/L. (2) The Y is -4.87 log mol/L. The compound is CC(=O)c1cc(C(C)(C)C)cc2c1CCC2(C)C.